This data is from Full USPTO retrosynthesis dataset with 1.9M reactions from patents (1976-2016). The task is: Predict the reactants needed to synthesize the given product. (1) Given the product [NH3:1].[Cl:30][C:27]1[CH:26]=[CH:25][C:24]([CH:23]([C:31]2[CH:32]=[CH:33][C:34]([Cl:37])=[CH:35][CH:36]=2)[CH2:22][NH:21][C:5]2[N:4]=[C:3]([CH2:2][NH:1][C:45]([NH:44][CH2:43][CH2:42][N:41]([CH:52]([CH3:54])[CH3:53])[CH:38]([CH3:39])[CH3:40])=[O:46])[N:11]=[C:10]3[C:6]=2[N:7]=[CH:8][N:9]3[C@H:12]2[C@H:16]([OH:17])[C@H:15]([OH:18])[C@@H:14]([CH2:19][OH:20])[O:13]2)=[CH:29][CH:28]=1, predict the reactants needed to synthesize it. The reactants are: [NH2:1][CH2:2][C:3]1[N:11]=[C:10]2[C:6]([N:7]=[CH:8][N:9]2[C@H:12]2[C@H:16]([OH:17])[C@H:15]([OH:18])[C@@H:14]([CH2:19][OH:20])[O:13]2)=[C:5]([NH:21][CH2:22][CH:23]([C:31]2[CH:36]=[CH:35][C:34]([Cl:37])=[CH:33][CH:32]=2)[C:24]2[CH:29]=[CH:28][C:27]([Cl:30])=[CH:26][CH:25]=2)[N:4]=1.[CH:38]([N:41]([CH:52]([CH3:54])[CH3:53])[CH2:42][CH2:43][NH:44][C:45](N1C=CN=C1)=[O:46])([CH3:40])[CH3:39]. (2) Given the product [C:1]([O:5][C:6]([N:8]1[CH2:11][CH2:10][C@H:9]1[CH2:12][O:13][C:14]1[CH:15]=[N:16][CH:17]=[C:18]([C:28]2[CH:27]=[C:26]3[C:31](=[CH:30][CH:29]=2)[N:22]([CH3:21])[C:23](=[O:41])[CH2:24][CH2:25]3)[CH:19]=1)=[O:7])([CH3:4])([CH3:3])[CH3:2], predict the reactants needed to synthesize it. The reactants are: [C:1]([O:5][C:6]([N:8]1[CH2:11][CH2:10][C@H:9]1[CH2:12][O:13][C:14]1[CH:15]=[N:16][CH:17]=[C:18](Br)[CH:19]=1)=[O:7])([CH3:4])([CH3:3])[CH3:2].[CH3:21][N:22]1[C:31]2[C:26](=[CH:27][C:28](B3OC(C)(C)C(C)(C)O3)=[CH:29][CH:30]=2)[CH2:25][CH2:24][C:23]1=[O:41].CN(C=O)C.C([O-])([O-])=O.[Na+].[Na+].